From a dataset of Forward reaction prediction with 1.9M reactions from USPTO patents (1976-2016). Predict the product of the given reaction. (1) The product is: [OH:13][CH2:12][C:4]1[CH:3]=[C:2]([CH:7]=[C:6]([C:8]([F:11])([F:10])[F:9])[CH:5]=1)[C:14]#[N:15]. Given the reactants Br[C:2]1[CH:3]=[C:4]([CH2:12][OH:13])[CH:5]=[C:6]([C:8]([F:11])([F:10])[F:9])[CH:7]=1.[CH3:14][N:15](C=O)C, predict the reaction product. (2) Given the reactants Cl[C:2](=[N:19][OH:20])[C:3]1[CH:4]=[C:5]([CH:9]([NH:11][C:12](=[O:18])[O:13][C:14]([CH3:17])([CH3:16])[CH3:15])[CH3:10])[CH:6]=[CH:7][CH:8]=1.[C:21]([O:25][C:26]([N:28]([C:36]1[C:41]([C:42]#[CH:43])=[N:40][C:39]([C:44]2[CH:49]=[CH:48][C:47](=[O:50])[N:46]([CH:51]([CH:53]3[CH2:55][CH2:54]3)[CH3:52])[CH:45]=2)=[CH:38][N:37]=1)[C:29](=[O:35])[O:30][C:31]([CH3:34])([CH3:33])[CH3:32])=[O:27])([CH3:24])([CH3:23])[CH3:22].C(N(CC)CC)C, predict the reaction product. The product is: [C:31]([O:30][C:29]([N:28]([C:36]1[C:41]([C:42]2[O:20][N:19]=[C:2]([C:3]3[CH:8]=[CH:7][CH:6]=[C:5]([CH:9]([NH:11][C:12]([O:13][C:14]([CH3:17])([CH3:16])[CH3:15])=[O:18])[CH3:10])[CH:4]=3)[CH:43]=2)=[N:40][C:39]([C:44]2[CH:49]=[CH:48][C:47](=[O:50])[N:46]([CH:51]([CH:53]3[CH2:54][CH2:55]3)[CH3:52])[CH:45]=2)=[CH:38][N:37]=1)[C:26](=[O:27])[O:25][C:21]([CH3:23])([CH3:24])[CH3:22])=[O:35])([CH3:32])([CH3:33])[CH3:34]. (3) Given the reactants [CH3:1][C:2]1[C:7]([CH2:8][OH:9])=[CH:6][CH:5]=[C:4]([C:10]2[CH:15]=[CH:14][C:13]([C:16]([F:19])([F:18])[F:17])=[CH:12][CH:11]=2)[N:3]=1.C(N(C(C)C)C(C)C)C.[CH3:29][S:30](Cl)(=[O:32])=[O:31], predict the reaction product. The product is: [CH3:1][C:2]1[C:7]([CH2:8][O:9][S:30]([CH3:29])(=[O:32])=[O:31])=[CH:6][CH:5]=[C:4]([C:10]2[CH:15]=[CH:14][C:13]([C:16]([F:17])([F:19])[F:18])=[CH:12][CH:11]=2)[N:3]=1. (4) Given the reactants [OH:1][C:2]1[C:3]([C:12]([O:14][CH3:15])=[O:13])=[CH:4][CH:5]=[C:6]2[C:11]=1[N:10]=[CH:9][CH:8]=[CH:7]2.[F:16][C:17]([F:30])([F:29])[S:18](O[S:18]([C:17]([F:30])([F:29])[F:16])(=[O:20])=[O:19])(=[O:20])=[O:19], predict the reaction product. The product is: [F:16][C:17]([F:30])([F:29])[S:18]([O:1][C:2]1[C:3]([C:12]([O:14][CH3:15])=[O:13])=[CH:4][CH:5]=[C:6]2[C:11]=1[N:10]=[CH:9][CH:8]=[CH:7]2)(=[O:20])=[O:19]. (5) Given the reactants [C:1]([C:3]1[CH:8]=[CH:7][C:6]([C:9]2[CH:10]=[N:11][N:12]([C:15]3[CH:23]=[CH:22][C:18]([C:19]([OH:21])=O)=[CH:17][N:16]=3)[C:13]=2[OH:14])=[C:5]([CH3:24])[C:4]=1[F:25])#[N:2].[CH3:26][N:27]1[CH2:34][CH2:33][NH:32][CH2:31][C:28]21[CH2:30][CH2:29]2, predict the reaction product. The product is: [F:25][C:4]1[C:5]([CH3:24])=[C:6]([C:9]2[CH:10]=[N:11][N:12]([C:15]3[CH:23]=[CH:22][C:18]([C:19]([N:32]4[CH2:31][C:28]5([CH2:30][CH2:29]5)[N:27]([CH3:26])[CH2:34][CH2:33]4)=[O:21])=[CH:17][N:16]=3)[C:13]=2[OH:14])[CH:7]=[CH:8][C:3]=1[C:1]#[N:2]. (6) Given the reactants C(OC(=O)C)(=O)C.S(=O)(=O)(O)O.[Cl:13][CH2:14][C:15]([C:25]1[CH:30]=[C:29]([F:31])[C:28]([F:32])=[C:27]([F:33])[CH:26]=1)(O)[CH2:16][C:17]1[CH:22]=[CH:21][C:20]([F:23])=[CH:19][CH:18]=1.[Cl-].[Na+].[OH-].[Na+], predict the reaction product. The product is: [Cl:13][CH2:14]/[C:15](/[C:25]1[CH:26]=[C:27]([F:33])[C:28]([F:32])=[C:29]([F:31])[CH:30]=1)=[CH:16]\[C:17]1[CH:22]=[CH:21][C:20]([F:23])=[CH:19][CH:18]=1. (7) Given the reactants Br[C:2]1[CH:7]=[CH:6][C:5]([NH2:8])=[C:4]([Cl:9])[CH:3]=1.C(N(CC)CC)C.[CH3:17][C:18]1([CH3:25])[C:22]([CH3:24])([CH3:23])[O:21][BH:20][O:19]1, predict the reaction product. The product is: [Cl:9][C:4]1[CH:3]=[C:2]([B:20]2[O:21][C:22]([CH3:24])([CH3:23])[C:18]([CH3:25])([CH3:17])[O:19]2)[CH:7]=[CH:6][C:5]=1[NH2:8]. (8) Given the reactants [C:1]([O:5][C:6]([N:8]1[CH2:13][C:12]([NH2:14])=[N:11][C:10]([C:18]2[CH:23]=[C:22]([Br:24])[CH:21]=[CH:20][C:19]=2[F:25])([CH:15]([F:17])[F:16])[CH2:9]1)=[O:7])([CH3:4])([CH3:3])[CH3:2].[CH3:26][C:27]([O:30][C:31](O[C:31]([O:30][C:27]([CH3:29])([CH3:28])[CH3:26])=[O:32])=[O:32])([CH3:29])[CH3:28].CCN(C(C)C)C(C)C, predict the reaction product. The product is: [C:1]([O:5][C:6]([N:8]1[CH2:13][C:12]([NH:14][C:31]([O:30][C:27]([CH3:29])([CH3:28])[CH3:26])=[O:32])=[N:11][C:10]([C:18]2[CH:23]=[C:22]([Br:24])[CH:21]=[CH:20][C:19]=2[F:25])([CH:15]([F:17])[F:16])[CH2:9]1)=[O:7])([CH3:4])([CH3:2])[CH3:3]. (9) Given the reactants [CH2:1]([N:8]1[C:12]([CH2:13][CH:14]([CH3:16])[CH3:15])=[CH:11][C:10]([C:17]([NH2:19])=O)=[N:9]1)[C:2]1[CH:7]=[CH:6][CH:5]=[CH:4][CH:3]=1.P(Cl)(Cl)(Cl)=O.[OH-].[NH4+], predict the reaction product. The product is: [CH2:1]([N:8]1[C:12]([CH2:13][CH:14]([CH3:15])[CH3:16])=[CH:11][C:10]([C:17]#[N:19])=[N:9]1)[C:2]1[CH:3]=[CH:4][CH:5]=[CH:6][CH:7]=1.